From a dataset of PAMPA (Parallel Artificial Membrane Permeability Assay) permeability data from NCATS. Regression/Classification. Given a drug SMILES string, predict its absorption, distribution, metabolism, or excretion properties. Task type varies by dataset: regression for continuous measurements (e.g., permeability, clearance, half-life) or binary classification for categorical outcomes (e.g., BBB penetration, CYP inhibition). Dataset: pampa_ncats. (1) The molecule is CC1=CC2=C(C=C1)OC(=N2)NC3=NC(C4=C(N3)CCCC4=O)C5=C(C=NN5)Cl. The result is 1 (high permeability). (2) The drug is C1CCN(CC1)C2=C3C(=NOC3=NC=N2)C4=CC=C(C=C4)Cl. The result is 1 (high permeability). (3) The molecule is CC1=C(C=C(C=C1)C(=O)NC2=CC=CC(=C2)C(F)(F)F)NC3=C4C=NN(C4=NC(=N3)C5=CN=CC=C5)C. The result is 1 (high permeability). (4) The molecule is CN(C1=CC=CC=C1)C(=O)CSC2=NC3=C(S2)C=C(C=C3)NC(=O)C4=CC=C(C=C4)F. The result is 1 (high permeability). (5) The molecule is C1CN(CCC1C(=O)N)C2=NC(=CS2)C3=C4C5=CC=CC=C5SC4=CC=C3. The result is 1 (high permeability). (6) The drug is CC1=C(C(N=C(N1)NC2=NC3=CC=CC=C3O2)C4=NN(C=C4Cl)C)C(=O)NC5CCCC5. The result is 1 (high permeability). (7) The drug is CC1=C(C(=O)N(N1C)C2=CC=CC=C2)NC3=C(C(=O)N(C3=O)C4=CC=CC=C4)Cl. The result is 1 (high permeability). (8) The compound is C1COC2=C(C=C(C=C2)C3=CSC(=N3)N4CCC(CC4)C(=O)N)OC1. The result is 1 (high permeability). (9) The molecule is C1CN(CCC1C(=O)N)C2=NC(=CS2)C3=CC=CC=C3N. The result is 1 (high permeability). (10) The drug is C1COCCN1C2=NC(=CS2)C3=CC=C(C=C3)Br. The result is 0 (low-to-moderate permeability).